From a dataset of Forward reaction prediction with 1.9M reactions from USPTO patents (1976-2016). Predict the product of the given reaction. Given the reactants [Br:1][C:2]1[CH:7]=[CH:6][C:5]([C:8]2[CH2:12][CH:11]([CH2:13][OH:14])[O:10][N:9]=2)=[CH:4][CH:3]=1.C(N(CC)CC)C.[Si:22](Cl)([C:25]([CH3:28])([CH3:27])[CH3:26])([CH3:24])[CH3:23], predict the reaction product. The product is: [Br:1][C:2]1[CH:3]=[CH:4][C:5]([C:8]2[CH2:12][CH:11]([CH2:13][O:14][Si:22]([C:25]([CH3:28])([CH3:27])[CH3:26])([CH3:24])[CH3:23])[O:10][N:9]=2)=[CH:6][CH:7]=1.